From a dataset of Reaction yield outcomes from USPTO patents with 853,638 reactions. Predict the reaction yield, written as a fraction of the theoretical maximum amount of product (1.0 means a 100% yield; for example, 0.34 means a 34% yield). (1) The reactants are [Na].[CH3:2][C@H:3]([CH2:19][CH2:20][CH3:21])[CH2:4][C:5]([N:7]1[C@H:11]([C:12]2[CH:17]=[CH:16][CH:15]=[CH:14][CH:13]=2)[CH2:10][O:9][C:8]1=[O:18])=[O:6].[CH3:22]I. The catalyst is C1COCC1. The product is [CH3:22][C@H:4]([C@H:3]([CH3:2])[CH2:19][CH2:20][CH3:21])[C:5]([N:7]1[C@H:11]([C:12]2[CH:17]=[CH:16][CH:15]=[CH:14][CH:13]=2)[CH2:10][O:9][C:8]1=[O:18])=[O:6]. The yield is 0.565. (2) The reactants are Br[C:2]1[CH:7]=[C:6]([N+:8]([O-:10])=[O:9])[CH:5]=[CH:4][C:3]=1CN.C[CH2:14][N:15](CC)CC.[CH3:20][C:21]([CH3:25])([CH3:24])[C:22]#[CH:23].N#N. The catalyst is C1(C)C=CC=CC=1.O.Cl[Pd](Cl)([P](C1C=CC=CC=1)(C1C=CC=CC=1)C1C=CC=CC=1)[P](C1C=CC=CC=1)(C1C=CC=CC=1)C1C=CC=CC=1.[Cu]I. The product is [CH3:20][C:21]([CH3:25])([CH3:24])[C:22]#[C:23][C:2]1[CH:7]=[C:6]([N+:8]([O-:10])=[O:9])[CH:5]=[CH:4][C:3]=1[NH:15][CH3:14]. The yield is 0.940. (3) The reactants are C(OC([NH:11][C@H:12]([CH2:16][OH:17])[C:13]([OH:15])=O)=O)C1C=CC=CC=1.C[N:19]1[CH2:24][CH2:23]O[CH2:21][CH2:20]1.Cl[C:26](OCC(C)C)=O.N1CCCC1. The catalyst is O1CCCC1. The product is [NH2:11][C@H:12]([CH2:16][OH:17])[C:13]([N:19]1[CH2:20][CH2:21][CH2:26][CH2:23][CH2:24]1)=[O:15]. The yield is 0.500. (4) The reactants are [NH2:1][C:2]1[N:7]=[CH:6][N:5]=[C:4]2[N:8]([CH:24]3[CH2:29][CH2:28][CH2:27][N:26]([C:30](=[O:34])[CH2:31][C:32]#[N:33])[CH2:25]3)[N:9]=[C:10]([C:11]3[CH:16]=[CH:15][C:14]([O:17][C:18]4[CH:23]=[CH:22][CH:21]=[CH:20][CH:19]=4)=[CH:13][CH:12]=3)[C:3]=12.CO.N1CCCCC1.[CH:43](=O)[C:44]([CH3:47])([CH3:46])[CH3:45]. The catalyst is ClCCl. The product is [NH2:1][C:2]1[N:7]=[CH:6][N:5]=[C:4]2[N:8]([C@@H:24]3[CH2:29][CH2:28][CH2:27][N:26]([C:30]([C:31](=[CH:43][C:44]([CH3:47])([CH3:46])[CH3:45])[C:32]#[N:33])=[O:34])[CH2:25]3)[N:9]=[C:10]([C:11]3[CH:12]=[CH:13][C:14]([O:17][C:18]4[CH:19]=[CH:20][CH:21]=[CH:22][CH:23]=4)=[CH:15][CH:16]=3)[C:3]=12. The yield is 0.260. (5) The reactants are Cl[C:2]1[C:7]([CH:8]=[O:9])=[C:6]([N:10]2[C:22](=[O:23])[C:14]3=[CH:15][N:16]4[C:21]([CH2:20][CH2:19][CH2:18][CH2:17]4)=[C:13]3[CH:12]=[N:11]2)[N:5]=[CH:4][CH:3]=1.[CH3:24][N:25]1[CH:30]=[C:29](B2OC(C)(C)C(C)(C)O2)[CH:28]=[C:27]([NH:40][C:41]2[CH:46]=[CH:45][C:44]([N:47]3[CH2:52][CH2:51][N:50]([CH:53]4[CH2:56][O:55][CH2:54]4)[CH2:49][CH2:48]3)=[CH:43][N:42]=2)[C:26]1=[O:57].C([O-])([O-])=O.[Na+].[Na+].CN(C=O)C. The catalyst is O. The product is [CH3:24][N:25]1[C:26](=[O:57])[C:27]([NH:40][C:41]2[CH:46]=[CH:45][C:44]([N:47]3[CH2:52][CH2:51][N:50]([CH:53]4[CH2:54][O:55][CH2:56]4)[CH2:49][CH2:48]3)=[CH:43][N:42]=2)=[CH:28][C:29]([C:2]2[C:7]([CH:8]=[O:9])=[C:6]([N:10]3[C:22](=[O:23])[C:14]4=[CH:15][N:16]5[C:21]([CH2:20][CH2:19][CH2:18][CH2:17]5)=[C:13]4[CH:12]=[N:11]3)[N:5]=[CH:4][CH:3]=2)=[CH:30]1. The yield is 0.400. (6) The reactants are [CH:1]1[C:14]2[C:5](=[CH:6][C:7]3[C:12]([C:13]=2[CH2:15][N:16]([CH2:28][CH3:29])[CH2:17][CH2:18][CH2:19][NH:20][CH2:21][CH2:22][CH2:23][NH:24][C:25](=[O:27])[CH3:26])=[CH:11][CH:10]=[CH:9][CH:8]=3)[CH:4]=[CH:3][CH:2]=1.[ClH:30]. The catalyst is C(O)C. The product is [ClH:30].[CH:1]1[C:14]2[C:5](=[CH:6][C:7]3[C:12]([C:13]=2[CH2:15][N:16]([CH2:28][CH3:29])[CH2:17][CH2:18][CH2:19][NH:20][CH2:21][CH2:22][CH2:23][NH:24][C:25](=[O:27])[CH3:26])=[CH:11][CH:10]=[CH:9][CH:8]=3)[CH:4]=[CH:3][CH:2]=1. The yield is 0.960. (7) The reactants are [C:1]([C:4]1[CH:5]=[N:6][C:7]([N:10]2[CH2:15][CH2:14][N:13](C(OCCCC)=O)[CH2:12][CH2:11]2)=[N:8][CH:9]=1)(=[O:3])[CH3:2].C(OCC(F)(F)F)(=O)C.C(=O)([O-])[O-].[Na+].[Na+]. The catalyst is ClCCl. The product is [N:10]1([C:7]2[N:6]=[CH:5][C:4]([C:1](=[O:3])[CH3:2])=[CH:9][N:8]=2)[CH2:15][CH2:14][NH:13][CH2:12][CH2:11]1. The yield is 0.860. (8) The reactants are [Cl:1][C:2]1[CH:3]=[C:4]([CH2:9][CH2:10][C:11]([OH:13])=O)[CH:5]=[C:6]([Cl:8])[CH:7]=1.[CH2:14]1[C@@H:18]2[CH2:19][NH:20][CH2:21][C@@H:17]2[CH2:16][N:15]1[C:22]([O:24][C:25]([CH3:28])([CH3:27])[CH3:26])=[O:23].CN1CCOCC1.F[P-](F)(F)(F)(F)F.N1(OC(N(C)C)=[N+](C)C)C2N=CC=CC=2N=N1. The catalyst is CN(C)C=O. The product is [Cl:8][C:6]1[CH:5]=[C:4]([CH2:9][CH2:10][C:11]([N:20]2[CH2:19][C@@H:18]3[CH2:14][N:15]([C:22]([O:24][C:25]([CH3:28])([CH3:27])[CH3:26])=[O:23])[CH2:16][C@@H:17]3[CH2:21]2)=[O:13])[CH:3]=[C:2]([Cl:1])[CH:7]=1. The yield is 0.830.